From a dataset of Reaction yield outcomes from USPTO patents with 853,638 reactions. Predict the reaction yield, written as a fraction of the theoretical maximum amount of product (1.0 means a 100% yield; for example, 0.34 means a 34% yield). The reactants are [CH2:1]=[CH:2][CH:3]=[CH:4][CH2:5][CH2:6][CH2:7]CCC.[CH2:11]([OH:16])/[CH:12]=[CH:13]\[CH2:14]O. The product is [CH2:11]([OH:16])[CH:12]=[CH:13][CH:14]=[CH:1][CH2:2][CH2:3][CH2:4][CH2:5][CH2:6][CH3:7]. The yield is 0.660. The catalyst is O1CCCC1.